Dataset: Full USPTO retrosynthesis dataset with 1.9M reactions from patents (1976-2016). Task: Predict the reactants needed to synthesize the given product. (1) Given the product [F:14][C:11]1[CH:10]=[CH:9][C:8]([C:7]2[C:18]3[CH2:17][CH:16]([CH3:15])[CH2:21][CH2:20][C:19]=3[NH:6][C:4](=[O:5])[C:3]=2[C:1]#[N:2])=[CH:13][CH:12]=1, predict the reactants needed to synthesize it. The reactants are: [C:1]([C:3](=[CH:7][C:8]1[CH:13]=[CH:12][C:11]([F:14])=[CH:10][CH:9]=1)[C:4]([NH2:6])=[O:5])#[N:2].[CH3:15][CH:16]1[CH2:21][CH2:20][C:19](=O)[CH2:18][CH2:17]1.CC(C)([O-])C.[K+].Cl. (2) Given the product [N:19]([CH2:17][CH2:16][CH2:15][CH2:14][CH2:13][CH2:12][OH:11])=[N+:20]=[N-:21], predict the reactants needed to synthesize it. The reactants are: CC1C=CC(S([O:11][CH2:12][CH2:13][CH2:14][CH2:15][CH2:16][CH2:17]O)(=O)=O)=CC=1.[N-:19]=[N+:20]=[N-:21].[Na+]. (3) The reactants are: [CH:1]1([NH:4][C:5]([C:7]2[C:15]3[CH:14]=[C:13]([C:16]4[C:21]([Cl:22])=[CH:20][N:19]=[C:18]([NH:23][CH2:24][CH2:25][CH2:26][N:27]5[CH2:32][CH2:31][N:30]([CH3:33])[CH2:29][CH2:28]5)[N:17]=4)[S:12][C:11]=3[C:10]([O:34]C)=[CH:9][CH:8]=2)=[O:6])[CH2:3][CH2:2]1.C(S)C.[H-].[Na+].Cl. Given the product [CH:1]1([NH:4][C:5]([C:7]2[C:15]3[CH:14]=[C:13]([C:16]4[C:21]([Cl:22])=[CH:20][N:19]=[C:18]([NH:23][CH2:24][CH2:25][CH2:26][N:27]5[CH2:28][CH2:29][N:30]([CH3:33])[CH2:31][CH2:32]5)[N:17]=4)[S:12][C:11]=3[C:10]([OH:34])=[CH:9][CH:8]=2)=[O:6])[CH2:2][CH2:3]1, predict the reactants needed to synthesize it. (4) Given the product [CH3:23][O:22][C:21]1[CH:20]=[CH:19][C:16]([CH:17]=[O:18])=[CH:15][C:14]=1[O:13][CH2:2][CH2:3][CH2:4][O:5][CH3:6], predict the reactants needed to synthesize it. The reactants are: Br[CH2:2][CH2:3][CH2:4][O:5][CH3:6].C(=O)([O-])[O-].[K+].[K+].[OH:13][C:14]1[CH:15]=[C:16]([CH:19]=[CH:20][C:21]=1[O:22][CH3:23])[CH:17]=[O:18]. (5) The reactants are: [Cl:1][C:2]1[CH:7]=[CH:6][C:5]([C:8]2[C:12]3[CH2:13][N:14]([C:17](=[O:19])[CH3:18])[CH2:15][CH2:16][C:11]=3[N:10]([CH2:20][C@@H:21]([OH:24])[CH2:22]O)[N:9]=2)=[CH:4][C:3]=1[CH3:25].C1(C)C=CC(S([O-])(=O)=O)=CC=1.[NH+]1C=CC=CC=1.C(Br)(C)=O.C([O-])([O-])=O.[K+].[K+]. Given the product [Cl:1][C:2]1[CH:7]=[CH:6][C:5]([C:8]2[C:12]3[CH2:13][N:14]([C:17](=[O:19])[CH3:18])[CH2:15][CH2:16][C:11]=3[N:10]([CH2:20][C@@H:21]3[CH2:22][O:24]3)[N:9]=2)=[CH:4][C:3]=1[CH3:25], predict the reactants needed to synthesize it. (6) The reactants are: C([Mg]Br)C.C(OCC)C.I[C:11]1[N:12]=[C:13]2[CH2:19][CH2:18][O:17][C:16]3[CH:20]=[C:21]([C:24]([O:26][CH3:27])=[O:25])[CH:22]=[N:23][C:15]=3[N:14]2[C:28]=1[I:29].O1CCCC1. Given the product [I:29][C:28]1[N:14]2[C:15]3[N:23]=[CH:22][C:21]([C:24]([O:26][CH3:27])=[O:25])=[CH:20][C:16]=3[O:17][CH2:18][CH2:19][C:13]2=[N:12][CH:11]=1, predict the reactants needed to synthesize it. (7) Given the product [C:1]1([C:6]2[CH:7]=[C:8]([CH:9]=[CH:10][CH:11]=2)[CH:12]=[O:13])[CH2:5][CH2:4][CH2:3][CH:2]=1, predict the reactants needed to synthesize it. The reactants are: [C:1]1([C:6]2[CH:7]=[C:8]([CH2:12][OH:13])[CH:9]=[CH:10][CH:11]=2)[CH2:5][CH2:4][CH2:3][CH:2]=1. (8) Given the product [Br:9][C:4]1[C:3]([F:10])=[C:2]([N:11]2[CH2:15][CH2:14][CH2:13][C:12]2=[O:16])[CH:7]=[CH:6][C:5]=1[F:8], predict the reactants needed to synthesize it. The reactants are: Br[C:2]1[CH:7]=[CH:6][C:5]([F:8])=[C:4]([Br:9])[C:3]=1[F:10].[NH:11]1[CH2:15][CH2:14][CH2:13][C:12]1=[O:16].C([O-])([O-])=O.[Cs+].[Cs+].CC1(C)C2C(=C(P(C3C=CC=CC=3)C3C=CC=CC=3)C=CC=2)OC2C(P(C3C=CC=CC=3)C3C=CC=CC=3)=CC=CC1=2. (9) The reactants are: [CH2:1]([C:3]1[CH:8]=[C:7]([C:9]([F:18])([C:14]([F:17])([F:16])[F:15])[C:10]([F:13])([F:12])[F:11])[CH:6]=[C:5]([CH3:19])[C:4]=1[NH2:20])[CH3:2].[S:21](=[N:23][C:24]1[CH:25]=[C:26]([CH:30]=[CH:31][CH:32]=1)[C:27](Cl)=[O:28])=[O:22]. Given the product [S:21](=[N:23][C:24]1[CH:25]=[C:26]([CH:30]=[CH:31][CH:32]=1)[C:27]([NH:20][C:4]1[C:5]([CH3:19])=[CH:6][C:7]([C:9]([F:18])([C:10]([F:11])([F:12])[F:13])[C:14]([F:15])([F:16])[F:17])=[CH:8][C:3]=1[CH2:1][CH3:2])=[O:28])=[O:22], predict the reactants needed to synthesize it.